Task: Predict the reactants needed to synthesize the given product.. Dataset: Full USPTO retrosynthesis dataset with 1.9M reactions from patents (1976-2016) (1) Given the product [F:17][C:14]1[CH:15]=[CH:16][C:11]([C:9](=[O:10])[CH2:8][C:5]2[CH:4]=[CH:3][C:2](=[O:20])[NH:7][N:6]=2)=[CH:12][CH:13]=1, predict the reactants needed to synthesize it. The reactants are: Cl[C:2]1[N:7]=[N:6][C:5]([CH2:8][C:9]([C:11]2[CH:16]=[CH:15][C:14]([F:17])=[CH:13][CH:12]=2)=[O:10])=[CH:4][CH:3]=1.C([O-])(=[O:20])C.[Na+].O. (2) Given the product [C:75](=[O:76])([O:63][C@H:60]1[CH2:61][CH2:62][C@@H:57]([NH:56][C:33]2[N:34]=[C:35]3[C:36]([NH:44][C:2](=[O:1])[N:47]3[C:48]3[CH:53]=[CH:52][CH:51]=[CH:50][C:49]=3[O:54][CH3:55])=[C:37]([C:39](=[O:41])[NH2:67])[N:38]=2)[CH2:58][CH2:59]1)[NH2:74], predict the reactants needed to synthesize it. The reactants are: [OH:1][C@@H:2]1CC[C@H](NC2N=C(C(OCC)=O)C([N+]([O-])=O)=C(NC3C=CC=CC=3OC)N=2)CC1.Cl[C:33]1[N:38]=[C:37]([C:39]([O:41]CC)=O)[C:36]([N+:44]([O-])=O)=[C:35]([NH:47][C:48]2[CH:53]=[CH:52][CH:51]=[CH:50][C:49]=2[O:54][CH3:55])[N:34]=1.[NH2:56][C@@H:57]1[CH2:62][CH2:61][C@H:60]([OH:63])[CH2:59][CH2:58]1.C([N:67](C(C)C)CC)(C)C.C[N:74](C)[CH:75]=[O:76]. (3) Given the product [CH3:15][O:14][C:12](=[O:13])[CH2:11][C:7]1[CH:8]=[CH:9][CH:10]=[C:5]([S:2](=[O:4])(=[O:3])[NH:18][CH2:16][CH3:17])[CH:6]=1, predict the reactants needed to synthesize it. The reactants are: Cl[S:2]([C:5]1[CH:6]=[C:7]([CH2:11][C:12]([O:14][CH3:15])=[O:13])[CH:8]=[CH:9][CH:10]=1)(=[O:4])=[O:3].[CH2:16]([NH2:18])[CH3:17]. (4) Given the product [CH3:1][O:2][C:3]1[CH:12]=[C:11]2[C:6]([CH:7]=[CH:8][C:9](=[O:13])[N:10]2[CH2:30][CH:29]([C@H:31]2[CH2:36][CH2:35][C@H:34]([NH:37][C:38](=[O:44])[O:39][C:40]([CH3:43])([CH3:42])[CH3:41])[CH2:33][CH2:32]2)[NH:28][S:25]([C:20]2[CH:21]=[CH:22][CH:23]=[CH:24][C:19]=2[N+:16]([O-:18])=[O:17])(=[O:26])=[O:27])=[N:5][CH:4]=1, predict the reactants needed to synthesize it. The reactants are: [CH3:1][O:2][C:3]1[CH:12]=[C:11]2[C:6]([CH:7]=[CH:8][C:9](=[O:13])[NH:10]2)=[N:5][CH:4]=1.[H-].[Na+].[N+:16]([C:19]1[CH:24]=[CH:23][CH:22]=[CH:21][C:20]=1[S:25]([N:28]1[CH2:30][CH:29]1[C@H:31]1[CH2:36][CH2:35][C@H:34]([NH:37][C:38](=[O:44])[O:39][C:40]([CH3:43])([CH3:42])[CH3:41])[CH2:33][CH2:32]1)(=[O:27])=[O:26])([O-:18])=[O:17]. (5) Given the product [CH2:13]([N:15]1[CH2:19][CH2:18][CH2:17][C@H:16]1[CH2:20][O:12][C:7]1[CH:6]=[CH:5][C:4]2[C:9](=[CH:10][CH:11]=[C:2]([Br:1])[CH:3]=2)[CH:8]=1)[CH3:14], predict the reactants needed to synthesize it. The reactants are: [Br:1][C:2]1[CH:3]=[C:4]2[C:9](=[CH:10][CH:11]=1)[CH:8]=[C:7]([OH:12])[CH:6]=[CH:5]2.[CH2:13]([N:15]1[CH2:19][CH2:18][CH2:17][C@H:16]1[CH2:20]O)[CH3:14].C1(P(C2C=CC=CC=2)C2C=CC=CC=2)C=CC=CC=1. (6) Given the product [CH3:30][N:31]([CH3:32])[C:44]1[CH:43]=[C:42]([CH3:41])[N:53]=[C:6]([N:8]2[CH2:9][CH2:10][CH:11]([C:14]([NH:26][CH2:25][C:20]3[CH:21]=[CH:22][CH:23]=[CH:24][C:19]=3[C:18]([F:27])([F:28])[F:17])=[O:16])[CH2:12][CH2:13]2)[N:46]=1, predict the reactants needed to synthesize it. The reactants are: CC(O[C:6]([N:8]1[CH2:13][CH2:12][CH:11]([C:14]([OH:16])=O)[CH2:10][CH2:9]1)=O)(C)C.[F:17][C:18]([F:28])([F:27])[C:19]1[CH:24]=[CH:23][CH:22]=[CH:21][C:20]=1[CH2:25][NH2:26].C[CH2:30][N:31]=[C:32]=NCCCN(C)C.C1[CH:41]=[CH:42][C:43]2N(O)N=[N:46][C:44]=2C=1.C([N:53](C(C)C)CC)(C)C.